From a dataset of Forward reaction prediction with 1.9M reactions from USPTO patents (1976-2016). Predict the product of the given reaction. (1) Given the reactants [C:1]([C:3]([C:6]1[CH:7]=[C:8]([CH:12]=[CH:13][CH:14]=1)[C:9]([OH:11])=O)([CH3:5])[CH3:4])#[N:2].[Br:15][C:16]1[CH:17]=[C:18]([CH:20]=[CH:21][C:22]=1[CH3:23])[NH2:19].CN(C(ON1N=NC2C=CC=NC1=2)=[N+](C)C)C.F[P-](F)(F)(F)(F)F.C(N(CC)C(C)C)(C)C, predict the reaction product. The product is: [Br:15][C:16]1[CH:17]=[C:18]([NH:19][C:9](=[O:11])[C:8]2[CH:12]=[CH:13][CH:14]=[C:6]([C:3]([C:1]#[N:2])([CH3:4])[CH3:5])[CH:7]=2)[CH:20]=[CH:21][C:22]=1[CH3:23]. (2) The product is: [C:18]([C:19]1[CH:20]=[C:21]([CH:24]=[CH:25][CH:26]=1)[CH2:22][NH:23][C:11]([C:10]1[C:5]2[CH2:4][O:3][C:2]([CH3:1])([CH3:16])[O:15][C:6]=2[C:7]([CH3:14])=[N:8][CH:9]=1)=[O:13])#[N:17]. Given the reactants [CH3:1][C:2]1([CH3:16])[O:15][C:6]2[C:7]([CH3:14])=[N:8][CH:9]=[C:10]([C:11]([OH:13])=O)[C:5]=2[CH2:4][O:3]1.[NH2:17][CH2:18][C:19]1[CH:20]=[C:21]([CH:24]=[CH:25][CH:26]=1)[C:22]#[N:23], predict the reaction product. (3) Given the reactants [CH2:1]([O:3][C:4](=[O:12])[C:5]1[CH:10]=[CH:9][CH:8]=[N:7][C:6]=1Cl)[CH3:2].[CH3:13][O-:14].[Na+], predict the reaction product. The product is: [CH2:1]([O:3][C:4](=[O:12])[C:5]1[CH:10]=[CH:9][CH:8]=[N:7][C:6]=1[O:14][CH3:13])[CH3:2]. (4) Given the reactants [C:1]([C:4]1[C:22](=[O:23])[C@@:8]2([CH3:24])[C:9]3[C:15]([OH:16])=[CH:14][C:13]([O:17][CH3:18])=[C:12]([C:19]([NH2:21])=[O:20])[C:10]=3[O:11][C:7]2=[CH:6][C:5]=1[OH:25])(=[O:3])[CH3:2].[CH3:26][C:27]1[CH:36]=[CH:35][C:34]2[C:29](=[CH:30][CH:31]=[C:32]([Cl:37])[CH:33]=2)[C:28]=1[CH:38]=O.C([SiH](CC)CC)C.FC(F)(F)C(O)=O, predict the reaction product. The product is: [C:1]([C:4]1[C:22](=[O:23])[C@@:8]2([CH3:24])[C:9]3[C:15]([OH:16])=[CH:14][C:13]([O:17][CH3:18])=[C:12]([C:19]([NH:21][CH2:38][C:28]4[C:29]5[C:34](=[CH:33][C:32]([Cl:37])=[CH:31][CH:30]=5)[CH:35]=[CH:36][C:27]=4[CH3:26])=[O:20])[C:10]=3[O:11][C:7]2=[CH:6][C:5]=1[OH:25])(=[O:3])[CH3:2]. (5) Given the reactants C1C=CC(P(C2C=CC=CC=2)C2C=CC=CC=2)=CC=1.CC(OC(/N=N/C(OC(C)C)=O)=O)C.[I:34][C:35]1[C:39]([C:40]([O:42][CH2:43][CH3:44])=[O:41])=[C:38]([C:45]([O:47][CH2:48][CH3:49])=[O:46])[NH:37][N:36]=1.O[CH2:51][CH:52]([NH:54][C:55](=[O:61])[O:56][C:57]([CH3:60])([CH3:59])[CH3:58])[CH3:53], predict the reaction product. The product is: [C:57]([O:56][C:55]([NH:54][CH:52]([CH3:53])[CH2:51][N:37]1[C:38]([C:45]([O:47][CH2:48][CH3:49])=[O:46])=[C:39]([C:40]([O:42][CH2:43][CH3:44])=[O:41])[C:35]([I:34])=[N:36]1)=[O:61])([CH3:60])([CH3:59])[CH3:58].